From a dataset of NCI-60 drug combinations with 297,098 pairs across 59 cell lines. Regression. Given two drug SMILES strings and cell line genomic features, predict the synergy score measuring deviation from expected non-interaction effect. (1) Drug 1: CCCS(=O)(=O)NC1=C(C(=C(C=C1)F)C(=O)C2=CNC3=C2C=C(C=N3)C4=CC=C(C=C4)Cl)F. Drug 2: CC1C(C(CC(O1)OC2CC(CC3=C2C(=C4C(=C3O)C(=O)C5=C(C4=O)C(=CC=C5)OC)O)(C(=O)C)O)N)O.Cl. Cell line: SK-OV-3. Synergy scores: CSS=35.4, Synergy_ZIP=14.0, Synergy_Bliss=13.1, Synergy_Loewe=2.55, Synergy_HSA=12.6. (2) Drug 1: CC(C1=C(C=CC(=C1Cl)F)Cl)OC2=C(N=CC(=C2)C3=CN(N=C3)C4CCNCC4)N. Drug 2: CCCS(=O)(=O)NC1=C(C(=C(C=C1)F)C(=O)C2=CNC3=C2C=C(C=N3)C4=CC=C(C=C4)Cl)F. Cell line: SK-MEL-2. Synergy scores: CSS=9.81, Synergy_ZIP=-0.0380, Synergy_Bliss=8.10, Synergy_Loewe=1.16, Synergy_HSA=3.42.